From a dataset of Peptide-MHC class II binding affinity with 134,281 pairs from IEDB. Regression. Given a peptide amino acid sequence and an MHC pseudo amino acid sequence, predict their binding affinity value. This is MHC class II binding data. (1) The peptide sequence is VQDAATYAVTTFSNV. The MHC is DRB1_1201 with pseudo-sequence DRB1_1201. The binding affinity (normalized) is 0.264. (2) The peptide sequence is EKKYFAATQEEPLAA. The MHC is HLA-DPA10103-DPB10401 with pseudo-sequence HLA-DPA10103-DPB10401. The binding affinity (normalized) is 0.467. (3) The peptide sequence is ILVGDNSFVSAISQT. The MHC is DRB4_0103 with pseudo-sequence DRB4_0103. The binding affinity (normalized) is 0.422. (4) The binding affinity (normalized) is 0.385. The MHC is HLA-DPA10201-DPB10101 with pseudo-sequence HLA-DPA10201-DPB10101. The peptide sequence is MHVSFVMAYPEMLAA. (5) The peptide sequence is LWSPRERLVLTLGAA. The MHC is DRB1_0301 with pseudo-sequence DRB1_0301. The binding affinity (normalized) is 0.492. (6) The peptide sequence is RQAGVQYSR. The MHC is DRB1_1501 with pseudo-sequence DRB1_1501. The binding affinity (normalized) is 0. (7) The peptide sequence is KEPLKECGGILQAYD. The MHC is HLA-DPA10103-DPB10301 with pseudo-sequence HLA-DPA10103-DPB10301. The binding affinity (normalized) is 0.196. (8) The peptide sequence is PRQPEKNGQNLRLAN. The MHC is DRB1_0101 with pseudo-sequence DRB1_0101. The binding affinity (normalized) is 0.413. (9) The peptide sequence is SQDLELSWNLNGEQAY. The MHC is HLA-DQA10101-DQB10501 with pseudo-sequence HLA-DQA10101-DQB10501. The binding affinity (normalized) is 0.743. (10) The peptide sequence is RCLVKEIPPRLLYAK. The MHC is DRB1_1302 with pseudo-sequence DRB1_1302. The binding affinity (normalized) is 0.427.